This data is from Full USPTO retrosynthesis dataset with 1.9M reactions from patents (1976-2016). The task is: Predict the reactants needed to synthesize the given product. (1) Given the product [CH3:4][O:5][C:6]1[CH:14]=[CH:13][CH:12]=[C:11]([O:15][CH3:16])[C:7]=1[C:8]([N:2]([CH3:3])[CH3:1])=[O:9], predict the reactants needed to synthesize it. The reactants are: [CH3:1][NH:2][CH3:3].[CH3:4][O:5][C:6]1[CH:14]=[CH:13][CH:12]=[C:11]([O:15][CH3:16])[C:7]=1[C:8](Cl)=[O:9].CCOC(C)=O. (2) Given the product [Br:1][C:5]1[CH:6]=[C:7]([C:11]([F:14])([F:12])[F:13])[C:8]([NH2:10])=[N:9][C:4]=1[CH3:3], predict the reactants needed to synthesize it. The reactants are: [Br:1]Br.[CH3:3][C:4]1[N:9]=[C:8]([NH2:10])[C:7]([C:11]([F:14])([F:13])[F:12])=[CH:6][CH:5]=1. (3) Given the product [CH3:24][O:23][C:6]1[CH:5]=[CH:4][C:3]([CH2:2][O:25][C:26]2[CH:27]=[C:28]([CH2:32][C:33]([O:35][CH3:36])=[O:34])[CH:29]=[CH:30][CH:31]=2)=[CH:22][C:7]=1[O:8][CH2:9][C:10]1[N:11]=[C:12]([C:16]2[CH:21]=[CH:20][CH:19]=[CH:18][CH:17]=2)[O:13][C:14]=1[CH3:15], predict the reactants needed to synthesize it. The reactants are: Cl[CH2:2][C:3]1[CH:4]=[CH:5][C:6]([O:23][CH3:24])=[C:7]([CH:22]=1)[O:8][CH2:9][C:10]1[N:11]=[C:12]([C:16]2[CH:21]=[CH:20][CH:19]=[CH:18][CH:17]=2)[O:13][C:14]=1[CH3:15].[OH:25][C:26]1[CH:27]=[C:28]([CH2:32][C:33]([O:35][CH3:36])=[O:34])[CH:29]=[CH:30][CH:31]=1.C(=O)([O-])[O-].[K+].[K+].CN(C)C=O. (4) Given the product [CH3:1][O:2][C:3]([CH:4]1[CH:5]([CH3:6])[O:14][C:9]([C:10]([CH3:13])([CH3:12])[CH3:11])=[N:8]1)=[O:15], predict the reactants needed to synthesize it. The reactants are: [CH3:1][O:2][C:3](=[O:15])[CH:4]([NH:8][C:9](=[O:14])[C:10]([CH3:13])([CH3:12])[CH3:11])[CH:5](O)[CH3:6].CCN(S(F)(F)F)CC.C([O-])([O-])=O.[K+].[K+].C([O-])(O)=O.[Na+]. (5) Given the product [F:44][C:31]([F:30])([F:43])[C:32]([C:9]1[CH:10]=[C:11]2[C:15](=[CH:16][CH:17]=1)[N:14]([C:18]1[CH:23]=[CH:22][C:21]([F:24])=[CH:20][CH:19]=1)[N:13]=[CH:12]2)([C:34]1[C:42]2[C:37](=[N:38][CH:39]=[CH:40][CH:41]=2)[NH:36][CH:35]=1)[OH:33], predict the reactants needed to synthesize it. The reactants are: C(=O)=O.CC(C)=O.Br[C:9]1[CH:10]=[C:11]2[C:15](=[CH:16][CH:17]=1)[N:14]([C:18]1[CH:23]=[CH:22][C:21]([F:24])=[CH:20][CH:19]=1)[N:13]=[CH:12]2.C([Li])CCC.[F:30][C:31]([F:44])([F:43])[C:32]([C:34]1[C:42]2[C:37](=[N:38][CH:39]=[CH:40][CH:41]=2)[NH:36][CH:35]=1)=[O:33]. (6) Given the product [Br:51][C:5]1[CH:4]=[CH:3][C:2]2=[CH:7][C:6]=1[CH2:8][N:9]([CH3:50])[C:10](=[O:11])[C@H:12]([NH:24][C:25]1[CH:26]=[C:27]3[C:32](=[CH:33][CH:34]=1)[C:31]([N:35]([C:36]([O:37][C:38]([CH3:40])([CH3:41])[CH3:39])=[O:42])[C:43](=[O:44])[O:45][C:46]([CH3:49])([CH3:48])[CH3:47])=[N:30][CH:29]=[CH:28]3)[C:13]1[CH:14]=[C:15]([CH3:23])[C:16]([C@@H:19]([CH3:22])[CH2:20][O:21][C:52](=[O:53])[NH:1]2)=[CH:17][CH:18]=1, predict the reactants needed to synthesize it. The reactants are: [NH2:1][C:2]1[CH:3]=[CH:4][C:5]([Br:51])=[C:6]([CH2:8][N:9]([CH3:50])[C:10]([CH:12]([NH:24][C:25]2[CH:26]=[C:27]3[C:32](=[CH:33][CH:34]=2)[C:31]([N:35]([C:43]([O:45][C:46]([CH3:49])([CH3:48])[CH3:47])=[O:44])[C:36](=[O:42])[O:37][C:38]([CH3:41])([CH3:40])[CH3:39])=[N:30][CH:29]=[CH:28]3)[C:13]2[CH:18]=[CH:17][C:16]([C@@H:19]([CH3:22])[CH2:20][OH:21])=[C:15]([CH3:23])[CH:14]=2)=[O:11])[CH:7]=1.[C:52](Cl)(Cl)=[O:53]. (7) Given the product [CH3:1][C:2]1([CH3:19])[O:6][C@@H:5]([C:7]([OH:9])=[O:8])[C:4]([CH3:18])([CH3:17])[O:3]1, predict the reactants needed to synthesize it. The reactants are: [CH3:1][C:2]1([CH3:19])[O:6][C@@H:5]([C:7]([O:9]CC2C=CC=CC=2)=[O:8])[C:4]([CH3:18])([CH3:17])[O:3]1.